From a dataset of Catalyst prediction with 721,799 reactions and 888 catalyst types from USPTO. Predict which catalyst facilitates the given reaction. (1) Reactant: Cl.[O:2]1[C:6]2([CH2:11][CH2:10][CH:9]([CH:12]([NH2:15])[CH2:13][CH3:14])[CH2:8][CH2:7]2)[O:5][CH2:4][CH2:3]1.[C:16](Cl)(=[O:19])[O:17][CH3:18]. Product: [O:2]1[C:6]2([CH2:11][CH2:10][CH:9]([CH:12]([NH:15][C:16](=[O:19])[O:17][CH3:18])[CH2:13][CH3:14])[CH2:8][CH2:7]2)[O:5][CH2:4][CH2:3]1. The catalyst class is: 4. (2) Reactant: [NH:1]1[C:9]2[C:4](=[CH:5][CH:6]=[CH:7][CH:8]=2)[CH:3]=[CH:2]1.[OH-].[K+].[I:12]I.[H-].[Na+].Br[CH2:17][CH2:18][CH2:19][CH3:20].CN([CH:24]=[O:25])C. Product: [CH2:17]([N:1]1[C:9]2[C:4](=[CH:5][CH:6]=[CH:7][C:8]=2[O:25][CH3:24])[C:3]([I:12])=[CH:2]1)[CH2:18][CH2:19][CH3:20]. The catalyst class is: 161. (3) Reactant: O=[O+][O-].[C:4]1([CH:10]([NH:14][S:15]([C:18]2[CH:23]=[CH:22][CH:21]=[CH:20][CH:19]=2)(=[O:17])=[O:16])[CH2:11][CH:12]=C)[CH:9]=[CH:8][CH:7]=[CH:6][CH:5]=1.[O:24]=O.S(C)C. Product: [O:24]=[CH:12][CH2:11][CH:10]([NH:14][S:15]([C:18]1[CH:23]=[CH:22][CH:21]=[CH:20][CH:19]=1)(=[O:17])=[O:16])[C:4]1[CH:9]=[CH:8][CH:7]=[CH:6][CH:5]=1. The catalyst class is: 2. (4) Reactant: [Cl:1][C:2]1[CH:3]=[C:4]([CH2:27][C:28]([O:30][CH2:31][CH3:32])=[O:29])[CH:5]=[CH:6][C:7]=1[N:8]1[C:16](=[O:17])[C:15]2[C:14]([OH:18])=[C:13]3[CH:19]=[CH:20][CH:21]=[CH:22][C:12]3=[C:11]([O:23][CH2:24][CH3:25])[C:10]=2[C:9]1=[O:26].C(=O)([O-])[O-].[Na+].[Na+].FC(F)(F)S(O[CH2:45][CH:46]([F:48])[F:47])(=O)=O.O. Product: [Cl:1][C:2]1[CH:3]=[C:4]([CH2:27][C:28]([O:30][CH2:31][CH3:32])=[O:29])[CH:5]=[CH:6][C:7]=1[N:8]1[C:9](=[O:26])[C:10]2[C:11]([O:23][CH2:24][CH3:25])=[C:12]3[CH:22]=[CH:21][CH:20]=[CH:19][C:13]3=[C:14]([O:18][CH2:45][CH:46]([F:48])[F:47])[C:15]=2[C:16]1=[O:17]. The catalyst class is: 3.